Dataset: Full USPTO retrosynthesis dataset with 1.9M reactions from patents (1976-2016). Task: Predict the reactants needed to synthesize the given product. (1) Given the product [NH2:4][OH:1].[OH:6][C:7]1[CH:16]=[C:15]([O:17][CH3:18])[CH:14]=[CH:13][C:8]=1[C:9]([NH:4][OH:1])=[O:10], predict the reactants needed to synthesize it. The reactants are: [OH-:1].[Na+].Cl.[NH2:4]O.[OH:6][C:7]1[CH:16]=[C:15]([O:17][CH3:18])[CH:14]=[CH:13][C:8]=1[C:9](OC)=[O:10]. (2) Given the product [Cl:1][C:2]1[N:3]=[C:4]([N:12]2[CH2:17][CH2:16][O:15][CH2:14][CH2:13]2)[C:5]2[S:10][C:9]([C:26]3[CH:27]=[C:22]([NH:21][C:18](=[O:20])[CH3:19])[CH:23]=[CH:24][CH:25]=3)([I:11])[CH2:8][C:6]=2[N:7]=1, predict the reactants needed to synthesize it. The reactants are: [Cl:1][C:2]1[N:3]=[C:4]([N:12]2[CH2:17][CH2:16][O:15][CH2:14][CH2:13]2)[C:5]2[S:10][C:9]([I:11])=[CH:8][C:6]=2[N:7]=1.[C:18]([NH:21][C:22]1[CH:23]=[C:24](B(O)O)[CH:25]=[CH:26][CH:27]=1)(=[O:20])[CH3:19]. (3) The reactants are: [Cl:1][C:2]1[N:7]=[CH:6][C:5]([Cl:8])=[C:4](Cl)[N:3]=1.[CH3:10][C@@H:11]1[CH2:16][NH:15][CH2:14][CH2:13][NH:12]1.C([O-])([O-])=O.[K+].[K+]. Given the product [Cl:1][C:2]1[N:3]=[C:4]([N:15]2[CH2:14][CH2:13][NH:12][C@H:11]([CH3:10])[CH2:16]2)[C:5]([Cl:8])=[CH:6][N:7]=1, predict the reactants needed to synthesize it. (4) Given the product [CH3:3][O:4][CH2:5][C:6]1[N:11]2[N:12]=[C:13]([C:15]([F:18])([F:17])[F:16])[CH:14]=[C:10]2[C:9]([C:19]([OH:1])=[O:20])=[CH:8][CH:7]=1, predict the reactants needed to synthesize it. The reactants are: [OH-:1].[Na+].[CH3:3][O:4][CH2:5][C:6]1[N:11]2[N:12]=[C:13]([C:15]([F:18])([F:17])[F:16])[CH:14]=[C:10]2[C:9]([CH:19]=[O:20])=[CH:8][CH:7]=1. (5) Given the product [C:1]([NH:6][C:7]1[N:15]=[C:14]2[C:10]([N:11]=[CH:12][N:13]2[C@@H:16]2[O:26][C@H:25]([CH2:27][O:28][C:29](=[O:33])[CH:30]([CH3:32])[CH3:31])[C@@H:18]([O:19][C:20](=[O:24])[CH:21]([CH3:23])[CH3:22])[CH2:17]2)=[C:9]([I:43])[N:8]=1)(=[O:5])[CH:2]([CH3:4])[CH3:3], predict the reactants needed to synthesize it. The reactants are: [C:1]([NH:6][C:7]1[N:15]=[C:14]2[C:10]([N:11]=[CH:12][N:13]2[C@@H:16]2[O:26][C@H:25]([CH2:27][O:28][C:29](=[O:33])[CH:30]([CH3:32])[CH3:31])[C@@H:18]([O:19][C:20](=[O:24])[CH:21]([CH3:23])[CH3:22])[CH2:17]2)=[C:9](N)[N:8]=1)(=[O:5])[CH:2]([CH3:4])[CH3:3].C(ON=O)CCCC.[I:43]CI.S([O-])([O-])=O.[Na+].[Na+]. (6) Given the product [C:1]([O:5][C:6]([N:8]1[CH2:9][CH2:10][N:11]([C:14]2[CH:19]=[CH:18][N:17]=[CH:16][C:15]=2[NH2:20])[CH2:12][CH2:13]1)=[O:7])([CH3:4])([CH3:2])[CH3:3], predict the reactants needed to synthesize it. The reactants are: [C:1]([O:5][C:6]([N:8]1[CH2:13][CH2:12][N:11]([C:14]2[CH:19]=[CH:18][N:17]=[CH:16][C:15]=2[N+:20]([O-])=O)[CH2:10][CH2:9]1)=[O:7])([CH3:4])([CH3:3])[CH3:2]. (7) Given the product [N:11]1([C:9]([C:3]2[C:2]([F:1])=[CH:7][C:6]([F:8])=[CH:5][N:4]=2)=[O:10])[CH2:13][CH2:16][CH2:12]1, predict the reactants needed to synthesize it. The reactants are: [F:1][C:2]1[C:3]([C:9]([N:11]([CH3:13])[CH3:12])=[O:10])=[N:4][CH:5]=[C:6]([F:8])[CH:7]=1.Cl.N1CC[CH2:16]1. (8) Given the product [C:35]([NH:1][C:2]1[CH:7]=[CH:6][C:5]([O:8][C:9]2[CH:26]=[CH:25][C:12]3[CH2:13][CH2:14][N:15]([C:18]([O:20][C:21]([CH3:24])([CH3:22])[CH3:23])=[O:19])[CH2:16][CH2:17][C:11]=3[CH:10]=2)=[C:4]([F:27])[CH:3]=1)(=[O:37])[CH3:36], predict the reactants needed to synthesize it. The reactants are: [NH2:1][C:2]1[CH:7]=[CH:6][C:5]([O:8][C:9]2[CH:26]=[CH:25][C:12]3[CH2:13][CH2:14][N:15]([C:18]([O:20][C:21]([CH3:24])([CH3:23])[CH3:22])=[O:19])[CH2:16][CH2:17][C:11]=3[CH:10]=2)=[C:4]([F:27])[CH:3]=1.C(N(CC)CC)C.[C:35](Cl)(=[O:37])[CH3:36].